Dataset: Catalyst prediction with 721,799 reactions and 888 catalyst types from USPTO. Task: Predict which catalyst facilitates the given reaction. (1) Reactant: [C:1]([CH2:3][C:4]1([CH2:17][CH3:18])[CH2:9][CH2:8][N:7]([C:10]([O:12][C:13]([CH3:16])([CH3:15])[CH3:14])=[O:11])[CH2:6][CH2:5]1)#[N:2]. Product: [NH2:2][CH2:1][CH2:3][C:4]1([CH2:17][CH3:18])[CH2:5][CH2:6][N:7]([C:10]([O:12][C:13]([CH3:15])([CH3:14])[CH3:16])=[O:11])[CH2:8][CH2:9]1. The catalyst class is: 227. (2) Reactant: [OH:1][C:2]1[C:11]([CH:12](O)[CH2:13][CH3:14])=[C:10]2[C:5]([C:6](=[O:27])[N:7]([C:19]3[CH:26]=[CH:25][C:22]([C:23]#[N:24])=[CH:21][CH:20]=3)[C:8]([CH:16]([CH3:18])[CH3:17])=[N:9]2)=[CH:4][CH:3]=1.[SiH](CC)(CC)CC.C(O)(C(F)(F)F)=O.C([O-])(O)=O.[Na+]. Product: [OH:1][C:2]1[C:11]([CH2:12][CH2:13][CH3:14])=[C:10]2[C:5]([C:6](=[O:27])[N:7]([C:19]3[CH:20]=[CH:21][C:22]([C:23]#[N:24])=[CH:25][CH:26]=3)[C:8]([CH:16]([CH3:18])[CH3:17])=[N:9]2)=[CH:4][CH:3]=1. The catalyst class is: 2. (3) Reactant: [CH3:1][O:2][C:3]1[CH:4]=[C:5]2[C:9](=[CH:10][CH:11]=1)[NH:8][CH:7]=[C:6]2[C:12]1[CH2:13][CH2:14][NH:15][CH2:16][CH:17]=1.[CH3:18][N:19]([CH3:33])[C:20]1([C:27]2[CH:32]=[CH:31][CH:30]=[CH:29][CH:28]=2)[CH2:25][CH2:24][C:23](=O)[CH2:22][CH2:21]1.C(O)(=O)C. Product: [CH3:1][O:2][C:3]1[CH:4]=[C:5]2[C:9](=[CH:10][CH:11]=1)[NH:8][CH:7]=[C:6]2[C:12]1[CH2:13][CH2:14][N:15]([CH:23]2[CH2:22][CH2:21][C:20]([N:19]([CH3:33])[CH3:18])([C:27]3[CH:32]=[CH:31][CH:30]=[CH:29][CH:28]=3)[CH2:25][CH2:24]2)[CH2:16][CH:17]=1. The catalyst class is: 26. (4) Reactant: C(N(CC)CC)C.[I:8][C:9]1[CH:18]=[C:17]2[C:12]([C:13](=[O:19])[NH:14][CH:15]=[N:16]2)=[CH:11][C:10]=1[N+:20]([O-:22])=[O:21].[CH3:23][O:24][C:25]1[CH:32]=[CH:31][C:28]([CH2:29]Cl)=[CH:27][CH:26]=1.O. Product: [I:8][C:9]1[CH:18]=[C:17]2[C:12]([C:13](=[O:19])[N:14]([CH2:29][C:28]3[CH:31]=[CH:32][C:25]([O:24][CH3:23])=[CH:26][CH:27]=3)[CH:15]=[N:16]2)=[CH:11][C:10]=1[N+:20]([O-:22])=[O:21]. The catalyst class is: 3.